From a dataset of Reaction yield outcomes from USPTO patents with 853,638 reactions. Predict the reaction yield, written as a fraction of the theoretical maximum amount of product (1.0 means a 100% yield; for example, 0.34 means a 34% yield). The reactants are [H-].[Na+].CI.[Cl:5][C:6]1[CH:11]=[CH:10][N:9]=[C:8]2[CH:12]=[C:13]([C:15]([N:17]3[CH2:21][CH2:20][CH:19]([CH2:22][NH:23][C:24](=O)OC(C)(C)C)[CH2:18]3)=[O:16])[S:14][C:7]=12. The catalyst is C1COCC1. The product is [Cl:5][C:6]1[CH:11]=[CH:10][N:9]=[C:8]2[CH:12]=[C:13]([C:15]([N:17]3[CH2:21][CH2:20][CH:19]([CH2:22][NH:23][CH3:24])[CH2:18]3)=[O:16])[S:14][C:7]=12. The yield is 0.820.